Dataset: Experimentally validated miRNA-target interactions with 360,000+ pairs, plus equal number of negative samples. Task: Binary Classification. Given a miRNA mature sequence and a target amino acid sequence, predict their likelihood of interaction. (1) The miRNA is hsa-miR-1972 with sequence UCAGGCCAGGCACAGUGGCUCA. The protein sequence of the target gene is MGSPGASLGIKKALQSEQATALPASAPAVSQPTAPAPSCLPKAGQVIPTLLREAPFSSVIAPTLLCGFLFLAWVAAEVPEESSRMAGSGARSEEGRRQHAFVPEPFDGANVVPNLWLHSFEVINDLNHWDHITKLRFLKESLRGEALGVYNRLSPQDQGDYGTVKEALLKAFGVPGAAPSHLPKEIVFANSMGKGYYLKGKIGKVPVRFLVDSGAQVSVVHPNLWEEVTDGDLDTLQPFENVVKVANGAEMKILGVWDTAVSLGKLKLKAQFLVANASAEEAIIGTDVLQDHNAILDFEH.... Result: 0 (no interaction). (2) The miRNA is hsa-miR-3138 with sequence UGUGGACAGUGAGGUAGAGGGAGU. The protein sequence of the target gene is MEGSGEQPGPQPQHPGDHRIRDGDFVVLKREDVFKAVQVQRRKKVTFEKQWFYLDNVIGHSYGTAFEVTSGGSLQPKKKREEPTAETKEAGTDNRNIVDDGKSQKLTQDDIKALKDKGIKGEEIVQQLIENSTTFRDKTEFAQDKYIKKKKKKYEAIITVVKPSTRILSIMYYAREPGKINHMRYDTLAQMLTLGNIRAGNKMIVMETCAGLVLGAMMERMGGFGSIIQLYPGGGPVRAATACFGFPKSFLSGLYEFPLNKVDSLLHGTFSAKMLSSEPKDSALVEESNGTLEEKQASEQ.... Result: 1 (interaction). (3) The miRNA is hsa-miR-659-5p with sequence AGGACCUUCCCUGAACCAAGGA. The protein sequence of the target gene is MHLSQLLACALLLTLLSLRPSEAKPGAPPKVPRTPPAEELAEPQAAGGGQKKGDKAPGGGGANLKGDRSRLLRDLRVDTKSRAAWARLLQEHPNARKYKGANKKGLSKGCFGLKLDRIGSMSGLGC. Result: 0 (no interaction). (4) The miRNA is mmu-miR-7213-3p with sequence UACCUCAAGAGAGCCAGUCU. The protein sequence of the target gene is MAEVQQLRVQEAVDAMVKSVERENIRKMQGLMFRCSANCCEDTQASMQQVHQCIERCHAPLAQAQALVTSELERFQDRLARCTMHCNDKAKDSMDAGTKELQVKRQLDSCVTKCVDDHMHLIPTMTKKMKESLSSIGK. Result: 0 (no interaction). (5) The miRNA is hsa-miR-4423-3p with sequence AUAGGCACCAAAAAGCAACAA. The protein sequence of the target gene is MISTAPLYSGVHNWTSSDRIRMCGINEERRAPLSDEESTTGGCQHFGSQEFCVSSSFSKVELTAVGSGSNARGTNPDGNTTEKLGHRSEDQSDDPQPKMDYVGNPAEAEGLLVPLSSPGDGLKLPTPDSTEASHSRANCSWTPLSTQMSKQVDCSPAGVKALDSRHGVGEKNTFILATLGTGVPVEGTLPLVTTNFSQLPAPICPPAPGSASGTPSVPDPFQVPLSVPAPVPHSGLVPVQVATSASAPSPPLAPAAPSVPTLISDSNPLSVSASVLVPVPVSAPHSVPVPLSAPAPTPLT.... Result: 0 (no interaction).